From a dataset of Peptide-MHC class I binding affinity with 185,985 pairs from IEDB/IMGT. Regression. Given a peptide amino acid sequence and an MHC pseudo amino acid sequence, predict their binding affinity value. This is MHC class I binding data. The peptide sequence is IFFASFYYI. The binding affinity (normalized) is 0.828. The MHC is HLA-A23:01 with pseudo-sequence HLA-A23:01.